From a dataset of Reaction yield outcomes from USPTO patents with 853,638 reactions. Predict the reaction yield, written as a fraction of the theoretical maximum amount of product (1.0 means a 100% yield; for example, 0.34 means a 34% yield). (1) The reactants are C([C:3]1[CH:4]=[C:5]([CH:10]=[CH:11][C:12]=1[O:13][CH:14]([CH3:17])[CH:15]=[CH2:16])[C:6]([O:8][CH3:9])=[O:7])=O. The catalyst is C(Cl)Cl.C1CCC(P(C2CCCCC2)C2CCCCC2)CC1.C1CCC(P(C2CCCCC2)C2CCCCC2)CC1.C1C=CC(C=[Ru](Cl)Cl)=CC=1. The product is [CH3:17][CH:14]1[CH:15]=[CH:16][C:3]2[C:12](=[CH:11][CH:10]=[C:5]([C:6]([O:8][CH3:9])=[O:7])[CH:4]=2)[O:13]1. The yield is 0.690. (2) The reactants are Br[C:2]1O[C:5]([CH2:7][N:8]([CH3:10])[CH3:9])=[CH:4][CH:3]=1.[CH:11]([C:13]1[CH:18]=[CH:17][CH:16]=[CH:15][C:14]=1B(O)O)=[O:12].[C:22](=O)([O-])[O-].[Na+].[Na+].Cl. The catalyst is Cl[Pd](Cl)([P](C1C=CC=CC=1)(C1C=CC=CC=1)C1C=CC=CC=1)[P](C1C=CC=CC=1)(C1C=CC=CC=1)C1C=CC=CC=1.C(#N)C. The product is [CH3:9][N:8]([CH2:7][C:5]1[CH2:22][C:2]([C:14]2[CH:15]=[CH:16][CH:17]=[CH:18][C:13]=2[CH:11]=[O:12])=[CH:3][CH:4]=1)[CH3:10]. The yield is 0.690. (3) The catalyst is CN(C=O)C. The product is [CH3:15][C:16]1[CH:24]=[C:23]2[C:19]([C:20]([C:25]3[C:26](=[O:27])[NH:14][C:12](=[O:13])[C:11]=3[C:9]3[CH:8]=[CH:7][CH:6]=[C:5]4[C:10]=3[N:2]([CH3:1])[CH:3]=[CH:4]4)=[CH:21][NH:22]2)=[CH:18][CH:17]=1. The yield is 0.460. The reactants are [CH3:1][N:2]1[C:10]2[C:5](=[CH:6][CH:7]=[CH:8][C:9]=2[CH2:11][C:12]([NH2:14])=[O:13])[CH:4]=[CH:3]1.[CH3:15][C:16]1[CH:24]=[C:23]2[C:19]([C:20]([C:25](=O)[C:26](OC)=[O:27])=[CH:21][NH:22]2)=[CH:18][CH:17]=1.CC(C)([O-])C.[K+].C1COCC1. (4) The reactants are [C:1]1([CH3:11])[CH:6]=[CH:5][C:4]([S:7](Cl)(=[O:9])=[O:8])=[CH:3][CH:2]=1.[NH:12]1[C:20]2[C:15](=[CH:16][CH:17]=[CH:18][CH:19]=2)[CH:14]=[CH:13]1. No catalyst specified. The product is [C:1]1([CH3:11])[CH:6]=[CH:5][C:4]([S:7]([N:12]2[C:20]3[C:15](=[CH:16][CH:17]=[CH:18][CH:19]=3)[CH:14]=[CH:13]2)(=[O:9])=[O:8])=[CH:3][CH:2]=1. The yield is 0.910. (5) The reactants are [C:1]([NH:4][C@H:5]([C:8]([OH:10])=[O:9])[CH2:6][SH:7])(=[O:3])[CH3:2].[OH-].[Na+:12]. The product is [C:1]([NH:4][C@H:5]([C:8]([O-:10])=[O:9])[CH2:6][SH:7])(=[O:3])[CH3:2].[Na+:12]. The yield is 0.173. The catalyst is O. (6) The product is [F:32][C:33]1([F:39])[CH2:38][CH2:37][N:36]([C:2]2[CH:7]=[CH:6][C:5]([C:8]3[O:9][C:10]([C:13]4[C:14]([C:19]5[CH:24]=[CH:23][CH:22]=[CH:21][CH:20]=5)=[N:15][O:16][C:17]=4[CH3:18])=[N:11][N:12]=3)=[CH:4][CH:3]=2)[CH2:35][CH2:34]1. The reactants are I[C:2]1[CH:7]=[CH:6][C:5]([C:8]2[O:9][C:10]([C:13]3[C:14]([C:19]4[CH:24]=[CH:23][CH:22]=[CH:21][CH:20]=4)=[N:15][O:16][C:17]=3[CH3:18])=[N:11][N:12]=2)=[CH:4][CH:3]=1.CC(C)([O-])C.[Na+].Cl.[F:32][C:33]1([F:39])[CH2:38][CH2:37][NH:36][CH2:35][CH2:34]1. The yield is 0.700. The catalyst is C1(C)C=CC=CC=1. (7) The reactants are [Cl:1][C:2]1[N:7]=[C:6]([CH2:8][C:9]([C:11]2[CH:12]=[C:13]([NH:18][C:19](=[O:28])[C:20]3[C:25]([F:26])=[CH:24][CH:23]=[CH:22][C:21]=3[F:27])[CH:14]=[CH:15][C:16]=2[F:17])=O)[CH:5]=[CH:4][N:3]=1.C1C(=O)N(Br)C(=O)C1.[NH2:37][C:38]([NH2:40])=[S:39]. The catalyst is C(Cl)Cl. The product is [NH2:40][C:38]1[S:39][C:8]([C:6]2[CH:5]=[CH:4][N:3]=[C:2]([Cl:1])[N:7]=2)=[C:9]([C:11]2[CH:12]=[C:13]([NH:18][C:19](=[O:28])[C:20]3[C:25]([F:26])=[CH:24][CH:23]=[CH:22][C:21]=3[F:27])[CH:14]=[CH:15][C:16]=2[F:17])[N:37]=1. The yield is 0.670.